From a dataset of NCI-60 drug combinations with 297,098 pairs across 59 cell lines. Regression. Given two drug SMILES strings and cell line genomic features, predict the synergy score measuring deviation from expected non-interaction effect. (1) Drug 1: C(CCl)NC(=O)N(CCCl)N=O. Drug 2: N.N.Cl[Pt+2]Cl. Cell line: UACC-257. Synergy scores: CSS=27.4, Synergy_ZIP=-9.13, Synergy_Bliss=-3.69, Synergy_Loewe=-13.7, Synergy_HSA=-2.23. (2) Drug 1: C1C(C(OC1N2C=NC3=C(N=C(N=C32)Cl)N)CO)O. Drug 2: C(CCl)NC(=O)N(CCCl)N=O. Cell line: CAKI-1. Synergy scores: CSS=32.5, Synergy_ZIP=0.456, Synergy_Bliss=2.00, Synergy_Loewe=-22.9, Synergy_HSA=1.73. (3) Drug 1: CCC1=CC2CC(C3=C(CN(C2)C1)C4=CC=CC=C4N3)(C5=C(C=C6C(=C5)C78CCN9C7C(C=CC9)(C(C(C8N6C)(C(=O)OC)O)OC(=O)C)CC)OC)C(=O)OC.C(C(C(=O)O)O)(C(=O)O)O. Drug 2: C(CN)CNCCSP(=O)(O)O. Cell line: M14. Synergy scores: CSS=53.7, Synergy_ZIP=0.658, Synergy_Bliss=1.67, Synergy_Loewe=-67.7, Synergy_HSA=-0.607. (4) Drug 1: CCC1=CC2CC(C3=C(CN(C2)C1)C4=CC=CC=C4N3)(C5=C(C=C6C(=C5)C78CCN9C7C(C=CC9)(C(C(C8N6C)(C(=O)OC)O)OC(=O)C)CC)OC)C(=O)OC.C(C(C(=O)O)O)(C(=O)O)O. Drug 2: CC(C)NC(=O)C1=CC=C(C=C1)CNNC.Cl. Cell line: NCI-H226. Synergy scores: CSS=37.4, Synergy_ZIP=0.325, Synergy_Bliss=0.552, Synergy_Loewe=-30.3, Synergy_HSA=-2.23. (5) Drug 1: C1=CC(=CC=C1CCCC(=O)O)N(CCCl)CCCl. Drug 2: CC1=C(C(=O)C2=C(C1=O)N3CC4C(C3(C2COC(=O)N)OC)N4)N. Cell line: KM12. Synergy scores: CSS=7.01, Synergy_ZIP=-7.30, Synergy_Bliss=-13.7, Synergy_Loewe=-12.3, Synergy_HSA=-11.3.